This data is from Forward reaction prediction with 1.9M reactions from USPTO patents (1976-2016). The task is: Predict the product of the given reaction. (1) The product is: [Cl:17][C:18]1[C:26]2[C:21](=[CH:22][C:23]([S:27]([N:30]3[CH2:35][CH2:34][N:33]([C:14]([CH:11]4[CH2:10][CH2:9][N:8]([C:5]5[CH:4]=[CH:3][C:2](=[O:1])[NH:7][N:6]=5)[CH2:13][CH2:12]4)=[O:16])[CH2:32][CH2:31]3)(=[O:28])=[O:29])=[CH:24][CH:25]=2)[NH:20][CH:19]=1. Given the reactants [O:1]=[C:2]1[NH:7][N:6]=[C:5]([N:8]2[CH2:13][CH2:12][CH:11]([C:14]([OH:16])=O)[CH2:10][CH2:9]2)[CH:4]=[CH:3]1.[Cl:17][C:18]1[C:26]2[C:21](=[CH:22][C:23]([S:27]([N:30]3[CH2:35][CH2:34][NH:33][CH2:32][CH2:31]3)(=[O:29])=[O:28])=[CH:24][CH:25]=2)[NH:20][CH:19]=1.C(N(C(C)C)CC)(C)C.F[B-](F)(F)F.N1(OC(N(C)C)=[N+](C)C)C2C=CC=CC=2N=N1, predict the reaction product. (2) Given the reactants [ClH:1].C([S:6][CH2:7][C@@:8]([CH3:13])([C:10]([OH:12])=[O:11])[NH2:9])(C)(C)C, predict the reaction product. The product is: [ClH:1].[CH3:13][C@@:8]([C:10]([OH:12])=[O:11])([CH2:7][SH:6])[NH2:9].